Predict the product of the given reaction. From a dataset of Forward reaction prediction with 1.9M reactions from USPTO patents (1976-2016). (1) Given the reactants C(O/[CH:4]=[CH:5]/[C:6]([NH:8][C:9]1[CH:14]=[CH:13][C:12]([C:15]([F:18])([F:17])[F:16])=[CH:11][CH:10]=1)=[O:7])C, predict the reaction product. The product is: [F:18][C:15]([F:16])([F:17])[C:12]1[CH:13]=[C:14]2[C:9](=[CH:10][CH:11]=1)[NH:8][C:6](=[O:7])[CH:5]=[CH:4]2. (2) Given the reactants [NH4+:1].C([O-])(=O)C.ClC(Cl)(Cl)[C:8]([NH:10][C:11]1[CH:16]=[CH:15][C:14]([C:17](=[O:25])[C:18]2[CH:23]=[CH:22][C:21]([F:24])=[CH:20][CH:19]=2)=[CH:13][C:12]=1[C:26](=O)[C:27]1[CH:32]=[CH:31][CH:30]=[C:29]([Cl:33])[CH:28]=1)=[O:9].O, predict the reaction product. The product is: [Cl:33][C:29]1[CH:28]=[C:27]([C:26]2[C:12]3[C:11](=[CH:16][CH:15]=[C:14]([C:17](=[O:25])[C:18]4[CH:23]=[CH:22][C:21]([F:24])=[CH:20][CH:19]=4)[CH:13]=3)[NH:10][C:8](=[O:9])[N:1]=2)[CH:32]=[CH:31][CH:30]=1. (3) Given the reactants [N:1]1([C:7]2[N:12]3[N:13]=[C:14]([C:16]4[CH:21]=[CH:20][CH:19]=[CH:18][CH:17]=4)[CH:15]=[C:11]3[N:10]=[C:9]([NH:22][NH2:23])[CH:8]=2)[CH2:6][CH2:5][O:4][CH2:3][CH2:2]1.[CH3:24][C:25]1[O:26][C:27]2[C:33]([CH:34]=O)=[CH:32][CH:31]=[CH:30][C:28]=2[CH:29]=1.C(O)(=O)C, predict the reaction product. The product is: [CH3:24][C:25]1[O:26][C:27]2[C:33]([CH:34]=[N:23][NH:22][C:9]3[CH:8]=[C:7]([N:1]4[CH2:6][CH2:5][O:4][CH2:3][CH2:2]4)[N:12]4[N:13]=[C:14]([C:16]5[CH:21]=[CH:20][CH:19]=[CH:18][CH:17]=5)[CH:15]=[C:11]4[N:10]=3)=[CH:32][CH:31]=[CH:30][C:28]=2[CH:29]=1. (4) Given the reactants [NH:1]1[CH2:4][CH:3]([C:5]2[NH:9][N:8]=[C:7]([C:10]3[CH:15]=[CH:14][CH:13]=[C:12]([CH3:16])[N:11]=3)[N:6]=2)[CH2:2]1.C(N(CC)CC)C.[CH:24]([NH:27][C:28]1[N:33]2[N:34]=[C:35]([C:37]3[CH:42]=[CH:41][CH:40]=[CH:39][N:38]=3)[N:36]=[C:32]2[N:31]=[C:30]([C:43]2[CH:50]=[CH:49][C:46]([CH:47]=O)=[CH:45][CH:44]=2)[C:29]=1[C:51]1[CH:56]=[CH:55][CH:54]=[CH:53][CH:52]=1)([CH3:26])[CH3:25].C(O)(=O)C.[BH-](OC(C)=O)(OC(C)=O)OC(C)=O.[Na+].C([O-])(O)=O.[Na+], predict the reaction product. The product is: [CH:24]([NH:27][C:28]1[N:33]2[N:34]=[C:35]([C:37]3[CH:42]=[CH:41][CH:40]=[CH:39][N:38]=3)[N:36]=[C:32]2[N:31]=[C:30]([C:43]2[CH:44]=[CH:45][C:46]([CH2:47][N:1]3[CH2:4][CH:3]([C:5]4[N:6]=[C:7]([C:10]5[CH:15]=[CH:14][CH:13]=[C:12]([CH3:16])[N:11]=5)[NH:8][N:9]=4)[CH2:2]3)=[CH:49][CH:50]=2)[C:29]=1[C:51]1[CH:56]=[CH:55][CH:54]=[CH:53][CH:52]=1)([CH3:26])[CH3:25]. (5) The product is: [C:1]([O:5][C:6]([N:8]1[CH2:13][CH2:12][N:11]([C:14]2[C:22]([Cl:23])=[CH:21][CH:20]=[C:19]3[C:15]=2[CH:16]=[CH:17][NH:18]3)[CH2:10][CH2:9]1)=[O:7])([CH3:4])([CH3:2])[CH3:3]. Given the reactants [C:1]([O:5][C:6]([N:8]1[CH2:13][CH2:12][N:11]([C:14]2[CH:22]=[CH:21][CH:20]=[C:19]3[C:15]=2[CH:16]=[CH:17][NH:18]3)[CH2:10][CH2:9]1)=[O:7])([CH3:4])([CH3:3])[CH3:2].[Cl:23]N1C(=O)CCC1=O.S([O-])([O-])(=O)=S.[Na+].[Na+].C(=O)(O)[O-].[Na+], predict the reaction product. (6) Given the reactants [F:1][C:2]1[CH:3]=[C:4]([NH2:26])[CH:5]=[CH:6][C:7]=1[C:8]1[S:9][C:10]2[C:15]([N:16]=1)=[CH:14][CH:13]=[C:12]([C:17]1([C:20]3[CH:25]=[CH:24][CH:23]=[CH:22][CH:21]=3)[CH2:19][CH2:18]1)[N:11]=2.C(N(CC)CC)C.[CH3:34][S:35](Cl)(=[O:37])=[O:36], predict the reaction product. The product is: [F:1][C:2]1[CH:3]=[C:4]([N:26]([S:35]([CH3:34])(=[O:37])=[O:36])[S:35]([CH3:34])(=[O:37])=[O:36])[CH:5]=[CH:6][C:7]=1[C:8]1[S:9][C:10]2[C:15]([N:16]=1)=[CH:14][CH:13]=[C:12]([C:17]1([C:20]3[CH:21]=[CH:22][CH:23]=[CH:24][CH:25]=3)[CH2:18][CH2:19]1)[N:11]=2. (7) The product is: [C:9]([O:14][CH2:2][SiH2:3][CH:4]([O:7][CH3:8])[O:5][CH3:6])(=[O:13])[C:10]([CH3:12])=[CH2:11]. Given the reactants Cl[CH2:2][SiH2:3][CH:4]([O:7][CH3:8])[O:5][CH3:6].[C:9]([O-:14])(=[O:13])[C:10]([CH3:12])=[CH2:11].[K+], predict the reaction product. (8) Given the reactants Cl.[CH:2]([C:4]1[CH:9]=[CH:8][C:7]([CH:10](C(OCC)=O)[C:11]([O:13]CC)=[O:12])=[C:6]([N+:21]([O-:23])=[O:22])[CH:5]=1)=[O:3], predict the reaction product. The product is: [CH:2]([C:4]1[CH:9]=[CH:8][C:7]([CH2:10][C:11]([OH:13])=[O:12])=[C:6]([N+:21]([O-:23])=[O:22])[CH:5]=1)=[O:3]. (9) Given the reactants [CH3:1][Si:2]([CH3:20])([CH3:19])[CH2:3][CH2:4][O:5][CH2:6][N:7]1[C:11]2=[N:12][CH:13]=[C:14]3[CH:18]=[CH:17][NH:16][C:15]3=[C:10]2[CH:9]=[CH:8]1.I[C:22]1[CH:23]=[N:24][CH:25]=[CH:26][CH:27]=1.P([O-])([O-])([O-])=O.[K+].[K+].[K+].C1(N)CCCCC1N, predict the reaction product. The product is: [N:24]1[CH:25]=[CH:26][CH:27]=[C:22]([N:16]2[C:15]3=[C:10]4[CH:9]=[CH:8][N:7]([CH2:6][O:5][CH2:4][CH2:3][Si:2]([CH3:20])([CH3:19])[CH3:1])[C:11]4=[N:12][CH:13]=[C:14]3[CH:18]=[CH:17]2)[CH:23]=1.